This data is from TCR-epitope binding with 47,182 pairs between 192 epitopes and 23,139 TCRs. The task is: Binary Classification. Given a T-cell receptor sequence (or CDR3 region) and an epitope sequence, predict whether binding occurs between them. The epitope is FVDGVPFVV. The TCR CDR3 sequence is CASSPGPRVVETQYF. Result: 1 (the TCR binds to the epitope).